Dataset: Reaction yield outcomes from USPTO patents with 853,638 reactions. Task: Predict the reaction yield, written as a fraction of the theoretical maximum amount of product (1.0 means a 100% yield; for example, 0.34 means a 34% yield). (1) The reactants are [OH:1][CH2:2][C:3]1[N:8]=[CH:7][C:6]([NH:9][C:10](=[O:18])OC2C=CC=CC=2)=[CH:5][CH:4]=1.C(N(CC)CC)C.[CH3:26][CH:27]1[CH2:32][CH2:31][N:30]([C:33]2[C:38]([CH2:39][NH2:40])=[CH:37][CH:36]=[C:35]([C:41]([F:44])([F:43])[F:42])[N:34]=2)[CH2:29][CH2:28]1. The catalyst is ClCCl. The product is [OH:1][CH2:2][C:3]1[N:8]=[CH:7][C:6]([NH:9][C:10]([NH:40][CH2:39][C:38]2[C:33]([N:30]3[CH2:31][CH2:32][CH:27]([CH3:26])[CH2:28][CH2:29]3)=[N:34][C:35]([C:41]([F:44])([F:42])[F:43])=[CH:36][CH:37]=2)=[O:18])=[CH:5][CH:4]=1. The yield is 0.670. (2) The reactants are [Cl:1][C:2]1[CH:14]=[CH:13][CH:12]=[CH:11][C:3]=1[CH2:4][C:5]1[S:9][C:8]([NH2:10])=[N:7][CH:6]=1.[Br:15][CH:16]([C:20]1[CH:25]=[CH:24][CH:23]=[CH:22][CH:21]=1)[C:17](O)=[O:18].C(N(CC)CC)C.F[P-](F)(F)(F)(F)F.N1(OC(N(C)C)=[N+](C)C)C2N=CC=CC=2N=N1. The catalyst is C(#N)C. The product is [Br:15][CH:16]([C:20]1[CH:25]=[CH:24][CH:23]=[CH:22][CH:21]=1)[C:17]([NH:10][C:8]1[S:9][C:5]([CH2:4][C:3]2[CH:11]=[CH:12][CH:13]=[CH:14][C:2]=2[Cl:1])=[CH:6][N:7]=1)=[O:18]. The yield is 0.750. (3) The reactants are C[O:2][C:3]([C:5]1[CH:10]=[CH:9][N:8]2[N:11]=[CH:12][CH:13]=[C:7]2[CH:6]=1)=[O:4].[OH-].[K+].O. The catalyst is CO.C1COCC1. The product is [N:11]1[N:8]2[CH:9]=[CH:10][C:5]([C:3]([OH:4])=[O:2])=[CH:6][C:7]2=[CH:13][CH:12]=1. The yield is 0.840. (4) The reactants are I[CH2:2][C@@H:3]([CH3:16])[CH2:4][N:5]1[C:14]2[C:9](=[CH:10][CH:11]=[CH:12][CH:13]=2)[CH2:8][CH2:7][C:6]1=[O:15].[CH2:17]([CH:22]1[CH2:28][CH:27]2[NH:29][CH:24]([CH2:25][CH2:26]2)[CH2:23]1)[CH2:18][CH2:19][CH2:20][CH3:21]. The catalyst is CC#N. The product is [CH3:16][C@H:3]([CH2:2][N:29]1[CH:24]2[CH2:25][CH2:26][CH:27]1[CH2:28][CH:22]([CH2:17][CH2:18][CH2:19][CH2:20][CH3:21])[CH2:23]2)[CH2:4][N:5]1[C:14]2[C:9](=[CH:10][CH:11]=[CH:12][CH:13]=2)[CH2:8][CH2:7][C:6]1=[O:15]. The yield is 0.350. (5) The reactants are [CH3:1][O:2][C:3]1[CH:8]=[CH:7][CH:6]=[CH:5][C:4]=1[N:9]1[CH2:14][CH2:13][NH:12][CH2:11][CH2:10]1.C([O-])([O-])=O.[K+].[K+].Br[CH2:22][CH2:23][CH2:24][C:25]#[N:26]. The catalyst is CC#N. The product is [C:25]([CH2:24][CH2:23][CH2:22][N:12]1[CH2:13][CH2:14][N:9]([C:4]2[CH:5]=[CH:6][CH:7]=[CH:8][C:3]=2[O:2][CH3:1])[CH2:10][CH2:11]1)#[N:26]. The yield is 0.750.